From a dataset of Full USPTO retrosynthesis dataset with 1.9M reactions from patents (1976-2016). Predict the reactants needed to synthesize the given product. (1) Given the product [Cl:22][C:9]1[C:8](=[O:23])[N:7]([C:24]2[CH:25]=[C:26]([CH:27]=[CH:28][CH:29]=2)[C:30]([NH2:32])=[O:31])[C:6]([CH2:5][OH:4])=[CH:11][C:10]=1[O:12][CH2:13][C:14]1[CH:19]=[CH:18][C:17]([F:20])=[CH:16][C:15]=1[F:21], predict the reactants needed to synthesize it. The reactants are: C([O:4][CH2:5][C:6]1[N:7]([C:24]2[CH:29]=[CH:28][CH:27]=[C:26]([C:30]([NH2:32])=[O:31])[CH:25]=2)[C:8](=[O:23])[C:9]([Cl:22])=[C:10]([O:12][CH2:13][C:14]2[CH:19]=[CH:18][C:17]([F:20])=[CH:16][C:15]=2[F:21])[CH:11]=1)(=O)C.C([O-])([O-])=O.[K+].[K+]. (2) Given the product [CH2:1]([N:3]([C@H:16]1[CH2:21][CH2:20][C@H:19]([C:22]([O:24][CH3:25])=[O:23])[CH2:18][CH2:17]1)[S:4]([C:7]1[CH:8]=[C:9]([CH:13]=[CH:14][CH:15]=1)[C:10]([NH:32][C:33]1[S:34][C:35]2[CH2:62][CH2:61][CH2:60][CH2:59][C:36]=2[C:37]=1[C:38]([NH:40][C:41]1[CH:42]=[CH:43][C:44]([CH2:47][CH2:48][C:49]2[CH:50]=[CH:51][C:52]([C:53]([O:55][CH3:56])=[O:54])=[CH:57][CH:58]=2)=[CH:45][CH:46]=1)=[O:39])=[O:11])(=[O:6])=[O:5])[CH3:2], predict the reactants needed to synthesize it. The reactants are: [CH2:1]([N:3]([C@H:16]1[CH2:21][CH2:20][C@H:19]([C:22]([O:24][CH3:25])=[O:23])[CH2:18][CH2:17]1)[S:4]([C:7]1[CH:8]=[C:9]([CH:13]=[CH:14][CH:15]=1)[C:10](O)=[O:11])(=[O:6])=[O:5])[CH3:2].C(Cl)(=O)C(Cl)=O.[NH2:32][C:33]1[S:34][C:35]2[CH2:62][CH2:61][CH2:60][CH2:59][C:36]=2[C:37]=1[C:38]([NH:40][C:41]1[CH:46]=[CH:45][C:44]([CH2:47][CH2:48][C:49]2[CH:58]=[CH:57][C:52]([C:53]([O:55][CH3:56])=[O:54])=[CH:51][CH:50]=2)=[CH:43][CH:42]=1)=[O:39]. (3) Given the product [Cl:32][C:31]1[CH:30]=[C:29]2[C:25]([C:26]([CH:33]=[O:34])=[CH:27][NH:28]2)=[CH:24][C:23]=1[C:8]1[CH:9]=[CH:10][C:11]([O:12][CH2:13][CH2:14][NH:15][C:16](=[O:18])[CH3:17])=[CH:19][CH:20]=1, predict the reactants needed to synthesize it. The reactants are: CC1(C)COB([C:8]2[CH:20]=[CH:19][C:11]([O:12][CH2:13][CH2:14][NH:15][C:16](=[O:18])[CH3:17])=[CH:10][CH:9]=2)OC1.Br[C:23]1[CH:24]=[C:25]2[C:29](=[CH:30][C:31]=1[Cl:32])[NH:28][CH:27]=[C:26]2[CH:33]=[O:34].C(=O)([O-])[O-].[K+].[K+].C1(C)C=CC=CC=1. (4) Given the product [CH3:14][C:13]([Si:10]([CH3:12])([CH3:11])[O:9][CH2:8][C:6]1[CH:5]=[C:4]([O:17][CH3:18])[N:3]=[C:2](/[CH:35]=[CH:34]/[C:33]([O:37][CH2:38][CH2:39][CH2:40][CH3:41])=[O:36])[CH:7]=1)([CH3:16])[CH3:15], predict the reactants needed to synthesize it. The reactants are: Cl[C:2]1[CH:7]=[C:6]([CH2:8][O:9][Si:10]([C:13]([CH3:16])([CH3:15])[CH3:14])([CH3:12])[CH3:11])[CH:5]=[C:4]([O:17][CH3:18])[N:3]=1.C1(C(N)C2CCCCC2)CCCCC1.[C:33]([O:37][CH2:38][CH2:39][CH2:40][CH3:41])(=[O:36])[CH:34]=[CH2:35].O. (5) Given the product [C:8]([C:6]1[CH:7]=[C:3]([NH:2][C:29]([NH:28][C:55]2[C:49]3[C:54](=[CH:53][CH:52]=[CH:51][CH:50]=3)[C:19]([O:22][C:42]3[CH:41]=[CH:40][N:39]=[C:38]([NH:37][CH2:36][CH:32]4[CH2:33][CH2:34][CH2:35][O:31]4)[N:43]=3)=[CH:45][CH:44]=2)=[O:30])[N:4]([C:12]2[CH:13]=[CH:14][C:15]([CH3:18])=[CH:16][CH:17]=2)[N:5]=1)([CH3:11])([CH3:10])[CH3:9], predict the reactants needed to synthesize it. The reactants are: Cl.[NH2:2][C:3]1[N:4]([C:12]2[CH:17]=[CH:16][C:15]([CH3:18])=[CH:14][CH:13]=2)[N:5]=[C:6]([C:8]([CH3:11])([CH3:10])[CH3:9])[CH:7]=1.[C:19]([O-:22])(O)=O.[Na+].C(Cl)(Cl)=O.[N-:28]=[C:29]=[O:30].[O:31]1[CH2:35][CH2:34][CH2:33][CH:32]1[CH2:36][NH:37][C:38]1[N:43]=[CH:42][CH:41]=[CH:40][N:39]=1.[CH3:44][CH2:45]OCC.[C:49]1([CH3:55])[CH:54]=[CH:53][CH:52]=[CH:51][CH:50]=1. (6) Given the product [C:1]([O:5][C:6](=[O:38])[NH:7][CH:8]1[CH2:13][CH2:12][CH:11]([NH:14][C:15](=[O:37])[C:16]2[CH:17]=[C:18]([O:23][C:24]3[CH:25]=[CH:26][C:27]([CH2:30][NH:31][C:32]([O:34][CH2:35][CH3:36])=[O:33])=[CH:28][CH:29]=3)[CH:19]=[C:20]([O:22][C:40]3[CH:47]=[CH:46][C:43]([C:44]#[N:45])=[CH:42][CH:41]=3)[CH:21]=2)[CH2:10][CH2:9]1)([CH3:2])([CH3:4])[CH3:3], predict the reactants needed to synthesize it. The reactants are: [C:1]([O:5][C:6](=[O:38])[NH:7][CH:8]1[CH2:13][CH2:12][CH:11]([NH:14][C:15](=[O:37])[C:16]2[CH:21]=[C:20]([OH:22])[CH:19]=[C:18]([O:23][C:24]3[CH:29]=[CH:28][C:27]([CH2:30][NH:31][C:32]([O:34][CH2:35][CH3:36])=[O:33])=[CH:26][CH:25]=3)[CH:17]=2)[CH2:10][CH2:9]1)([CH3:4])([CH3:3])[CH3:2].F[C:40]1[CH:47]=[CH:46][C:43]([C:44]#[N:45])=[CH:42][CH:41]=1. (7) The reactants are: [Br:1][C:2]1[CH:7]=[C:6]([CH3:8])[CH:5]=[CH:4][N:3]=1.FC1C=C([CH2:16][C:17](=[O:19])C)C=CN=1. Given the product [Br:1][C:2]1[CH:7]=[C:6]([CH2:8][C:17](=[O:19])[CH3:16])[CH:5]=[CH:4][N:3]=1, predict the reactants needed to synthesize it.